This data is from Forward reaction prediction with 1.9M reactions from USPTO patents (1976-2016). The task is: Predict the product of the given reaction. (1) Given the reactants BrC1C=C(C=C(C(C2C=CC=C(OC(F)F)C=2)(C)C)C=1)N.[Cl:22][C:23]1[CH:28]=[C:27]([C:29]([C:32]2[CH:37]=[C:36]([O:38][C:39]([F:42])([F:41])[F:40])[CH:35]=[C:34]([C:43]#[C:44][CH3:45])[CH:33]=2)([CH3:31])[CH3:30])[CH:26]=[C:25]([N+:46]([O-])=O)[CH:24]=1, predict the reaction product. The product is: [Cl:22][C:23]1[CH:24]=[C:25]([CH:26]=[C:27]([C:29]([C:32]2[CH:37]=[C:36]([O:38][C:39]([F:40])([F:41])[F:42])[CH:35]=[C:34]([C:43]#[C:44][CH3:45])[CH:33]=2)([CH3:31])[CH3:30])[CH:28]=1)[NH2:46]. (2) Given the reactants [CH3:1][C:2]1[CH:11]=[CH:10][C:9]2[CH2:8][CH2:7][CH2:6][N:5]([C:12]([O:14][C:15]([CH3:18])([CH3:17])[CH3:16])=[O:13])[C:4]=2[N:3]=1.[CH2:19]([O:21][C:22](=O)[O:23]CC)[CH3:20].[Li+].CC([N-]C(C)C)C, predict the reaction product. The product is: [C:15]([O:14][C:12]([N:5]1[C:4]2[N:3]=[C:2]([CH2:1][C:22]([O:21][CH2:19][CH3:20])=[O:23])[CH:11]=[CH:10][C:9]=2[CH2:8][CH2:7][CH2:6]1)=[O:13])([CH3:18])([CH3:17])[CH3:16]. (3) Given the reactants [Cl:1][C:2]1[CH:3]=[C:4]([NH:16][C:17]2[C:26]3[C:21](=[CH:22][CH:23]=[CH:24][C:25]=3[O:27][C@H:28]3[CH2:33][CH2:32][CH2:31][N:30](C(OC(C)(C)C)=O)[CH2:29]3)[N:20]=[CH:19][N:18]=2)[CH:5]=[CH:6][C:7]=1[O:8][CH2:9][C:10]1[CH:15]=[CH:14][CH:13]=[CH:12][N:11]=1, predict the reaction product. The product is: [Cl:1][C:2]1[CH:3]=[C:4]([NH:16][C:17]2[C:26]3[C:21](=[CH:22][CH:23]=[CH:24][C:25]=3[O:27][C@H:28]3[CH2:33][CH2:32][CH2:31][NH:30][CH2:29]3)[N:20]=[CH:19][N:18]=2)[CH:5]=[CH:6][C:7]=1[O:8][CH2:9][C:10]1[CH:15]=[CH:14][CH:13]=[CH:12][N:11]=1. (4) Given the reactants [CH3:1][C:2]1[CH:3]=[C:4]([NH:8][C:9]([NH:11][C:12]2[CH:32]=[CH:31][C:15]([O:16][C:17]3[CH:22]=[CH:21][N:20]=[C:19]([C:23]4[NH:27][CH:26]=[C:25]([C:28](O)=[O:29])[CH:24]=4)[CH:18]=3)=[CH:14][CH:13]=2)=[O:10])[CH:5]=[CH:6][CH:7]=1.CN(C(ON1N=NC2C=CC=NC1=2)=[N+](C)C)C.F[P-](F)(F)(F)(F)F.C(N(CC)C(C)C)(C)C.[NH2:66][CH2:67][CH2:68][CH2:69][N:70]1[CH2:75][CH2:74][O:73][CH2:72][CH2:71]1, predict the reaction product. The product is: [CH3:1][C:2]1[CH:3]=[C:4]([NH:8][C:9]([NH:11][C:12]2[CH:13]=[CH:14][C:15]([O:16][C:17]3[CH:22]=[CH:21][N:20]=[C:19]([C:23]4[NH:27][CH:26]=[C:25]([C:28]([NH:66][CH2:67][CH2:68][CH2:69][N:70]5[CH2:75][CH2:74][O:73][CH2:72][CH2:71]5)=[O:29])[CH:24]=4)[CH:18]=3)=[CH:31][CH:32]=2)=[O:10])[CH:5]=[CH:6][CH:7]=1. (5) Given the reactants [Cl:1][C:2]1[CH:3]=[C:4]2[C:10]3([CH2:14][CH2:13][N:12]([C:15]([O:17][CH3:18])=[O:16])[CH2:11]3)[CH2:9][NH:8][C:5]2=[CH:6][CH:7]=1.[CH3:19][N:20]([CH2:22][C:23]1[N:24]=[C:25]([NH2:28])[S:26][CH:27]=1)[CH3:21].[C:29](N1C=CN=C1)(N1C=CN=C1)=[O:30].CN(C1C=CC=CN=1)C, predict the reaction product. The product is: [Cl:1][C:2]1[CH:3]=[C:4]2[C:10]3([CH2:14][CH2:13][N:12]([C:15]([O:17][CH3:18])=[O:16])[CH2:11]3)[CH2:9][N:8]([C:29](=[O:30])[NH:28][C:25]3[S:26][CH:27]=[C:23]([CH2:22][N:20]([CH3:21])[CH3:19])[N:24]=3)[C:5]2=[CH:6][CH:7]=1.